From a dataset of Forward reaction prediction with 1.9M reactions from USPTO patents (1976-2016). Predict the product of the given reaction. Given the reactants N1C=CC(B(O)O)=N1.Br[C:10]1[CH:11]=[C:12]2[C:16](=[CH:17][CH:18]=1)[CH2:15][N:14]([C:19]([NH:21][C:22]1[CH:27]=[CH:26][C:25]([NH:28][C:29](=[O:36])[CH2:30][CH:31]3[CH2:35][CH2:34][CH2:33][CH2:32]3)=[CH:24][CH:23]=1)=[O:20])[CH2:13]2.BrC1C=C2C(=CC=1)CN(C(NC1C=C[C:53]([C:56](=O)[NH:57][CH2:58][CH2:59][CH3:60])=CC=1)=O)C2, predict the reaction product. The product is: [CH:31]1([CH2:30][C:29]([NH:28][C:25]2[CH:26]=[CH:27][C:22]([NH:21][C:19]([N:14]3[CH2:13][C:12]4[C:16](=[CH:17][CH:18]=[C:10]([C:60]5[CH:53]=[CH:56][N:57]=[CH:58][CH:59]=5)[CH:11]=4)[CH2:15]3)=[O:20])=[CH:23][CH:24]=2)=[O:36])[CH2:32][CH2:33][CH2:34][CH2:35]1.